Dataset: Peptide-MHC class II binding affinity with 134,281 pairs from IEDB. Task: Regression. Given a peptide amino acid sequence and an MHC pseudo amino acid sequence, predict their binding affinity value. This is MHC class II binding data. (1) The peptide sequence is FTLGRDGHEKPMNVQ. The MHC is DRB1_0404 with pseudo-sequence DRB1_0404. The binding affinity (normalized) is 0. (2) The peptide sequence is VFGSAFQGLFGGLNW. The MHC is H-2-IEd with pseudo-sequence H-2-IEd. The binding affinity (normalized) is 0.111. (3) The peptide sequence is AAGTAGTTVYGAFAA. The MHC is HLA-DPA10103-DPB10601 with pseudo-sequence HLA-DPA10103-DPB10601. The binding affinity (normalized) is 0.102. (4) The peptide sequence is ARWVYFLTRMRNPTG. The MHC is HLA-DQA10501-DQB10301 with pseudo-sequence HLA-DQA10501-DQB10301. The binding affinity (normalized) is 0. (5) The peptide sequence is IYECKGVTVKDVTIT. The MHC is HLA-DQA10501-DQB10301 with pseudo-sequence HLA-DQA10501-DQB10301. The binding affinity (normalized) is 0.405. (6) The peptide sequence is CMTVQGGETMNSVIQ. The MHC is DRB1_1101 with pseudo-sequence DRB1_1101. The binding affinity (normalized) is 0.0555.